The task is: Predict the reactants needed to synthesize the given product.. This data is from Retrosynthesis with 50K atom-mapped reactions and 10 reaction types from USPTO. The reactants are: CC(C)C(=O)Nc1cccc(C2CCNCC2)c1.COc1ccc(Oc2cccc(C=O)c2)cc1. Given the product COc1ccc(Oc2cccc(CN3CCC(c4cccc(NC(=O)C(C)C)c4)CC3)c2)cc1, predict the reactants needed to synthesize it.